From a dataset of Peptide-MHC class I binding affinity with 185,985 pairs from IEDB/IMGT. Regression. Given a peptide amino acid sequence and an MHC pseudo amino acid sequence, predict their binding affinity value. This is MHC class I binding data. (1) The binding affinity (normalized) is 0.367. The peptide sequence is ISILDRIDTR. The MHC is HLA-A11:01 with pseudo-sequence HLA-A11:01. (2) The peptide sequence is FTFDNSKFV. The MHC is HLA-A03:01 with pseudo-sequence HLA-A03:01. The binding affinity (normalized) is 0.0847. (3) The peptide sequence is EIKDRILSY. The MHC is HLA-A02:02 with pseudo-sequence HLA-A02:02. The binding affinity (normalized) is 0.00759. (4) The peptide sequence is ITMVNSLTY. The MHC is HLA-B27:05 with pseudo-sequence HLA-B27:05. The binding affinity (normalized) is 0.0847. (5) The peptide sequence is YLLFASMGFK. The MHC is HLA-B35:01 with pseudo-sequence HLA-B35:01. The binding affinity (normalized) is 0. (6) The peptide sequence is IMKVVNRWL. The MHC is HLA-A69:01 with pseudo-sequence HLA-A69:01. The binding affinity (normalized) is 0.0847. (7) The peptide sequence is IVSDSKKIM. The MHC is HLA-A02:03 with pseudo-sequence HLA-A02:03. The binding affinity (normalized) is 0.0812. (8) The peptide sequence is AVPQVLGGL. The MHC is BoLA-JSP.1 with pseudo-sequence BoLA-JSP.1. The binding affinity (normalized) is 0.178. (9) The peptide sequence is KSDPIMLLK. The MHC is HLA-B40:01 with pseudo-sequence HLA-B40:01. The binding affinity (normalized) is 0.0847. (10) The peptide sequence is ETDDYMFFV. The binding affinity (normalized) is 0.0847. The MHC is HLA-A30:01 with pseudo-sequence HLA-A30:01.